This data is from Reaction yield outcomes from USPTO patents with 853,638 reactions. The task is: Predict the reaction yield, written as a fraction of the theoretical maximum amount of product (1.0 means a 100% yield; for example, 0.34 means a 34% yield). (1) The reactants are [CH3:1][C:2]([C:13]1[CH:17]=[C:16]([NH:18][C:19](=[O:32])[C:20]([CH3:31])([S:22]([CH:25]2[CH2:30][CH2:29][O:28][CH2:27][CH2:26]2)(=[O:24])=[O:23])[CH3:21])[O:15][N:14]=1)([CH3:12])[C@@H:3]([O:5]C1CCCCO1)[CH3:4].C1(C)C=CC(S([O-])(=O)=O)=CC=1.[NH+]1C=CC=CC=1. The catalyst is C(O)C. The product is [OH:5][C@@H:3]([CH3:4])[C:2]([C:13]1[CH:17]=[C:16]([NH:18][C:19](=[O:32])[C:20]([CH3:31])([S:22]([CH:25]2[CH2:26][CH2:27][O:28][CH2:29][CH2:30]2)(=[O:24])=[O:23])[CH3:21])[O:15][N:14]=1)([CH3:12])[CH3:1]. The yield is 0.764. (2) The reactants are [CH:1]([NH:4][C:5]1[C:10]([C:11]([NH2:13])=[O:12])=[CH:9][N:8]=[C:7]([S:14][CH3:15])[N:6]=1)([CH3:3])[CH3:2].C1(C2[O:24]N2S(C2C=CC=CC=2)(=O)=O)C=CC=CC=1. The catalyst is C(Cl)(Cl)Cl. The product is [CH:1]([NH:4][C:5]1[C:10]([C:11]([NH2:13])=[O:12])=[CH:9][N:8]=[C:7]([S:14]([CH3:15])=[O:24])[N:6]=1)([CH3:3])[CH3:2]. The yield is 0.920. (3) The reactants are [NH2:1][C:2]1[N:6]([C:7]2[C:12]([Cl:13])=[CH:11][C:10]([C:14]([F:17])([F:16])[F:15])=[CH:9][C:8]=2[Cl:18])[N:5]=[C:4]([S:19][CH3:20])[C:3]=1[C:21]([C:23]1[CH:28]=[C:27]([CH3:29])[CH:26]=[CH:25][C:24]=1[CH3:30])=[O:22].C(=O)(O)[O-:32].[Na+].ClC1C=C(C=CC=1)C(OO)=O.[OH2:47]. The catalyst is C1COCC1. The product is [NH2:1][C:2]1[N:6]([C:7]2[C:12]([Cl:13])=[CH:11][C:10]([C:14]([F:17])([F:15])[F:16])=[CH:9][C:8]=2[Cl:18])[N:5]=[C:4]([S:19]([CH3:20])(=[O:32])=[O:47])[C:3]=1[C:21]([C:23]1[CH:28]=[C:27]([CH3:29])[CH:26]=[CH:25][C:24]=1[CH3:30])=[O:22]. The yield is 0.700. (4) The reactants are [CH2:1]([C:8]12[CH:27]=[C:26]([C:28]#[N:29])[C:25](=[O:30])[CH:24]([CH3:31])[CH:9]1[CH2:10][CH2:11][C:12]1[C:16]2=[N:15][N:14]([CH3:17])[C:13]=1[C:18]1[CH:23]=[CH:22][CH:21]=[CH:20][CH:19]=1)[C:2]1[CH:7]=[CH:6][CH:5]=[CH:4][CH:3]=1.C([OH:34])C. The catalyst is O. The product is [CH2:1]([C:8]12[CH:27]=[C:26]([C:28]([NH2:29])=[O:34])[C:25](=[O:30])[CH:24]([CH3:31])[CH:9]1[CH2:10][CH2:11][C:12]1[C:16]2=[N:15][N:14]([CH3:17])[C:13]=1[C:18]1[CH:19]=[CH:20][CH:21]=[CH:22][CH:23]=1)[C:2]1[CH:7]=[CH:6][CH:5]=[CH:4][CH:3]=1. The yield is 0.860. (5) The reactants are Br[CH2:2][C:3]([O:5][C:6]([CH3:9])([CH3:8])[CH3:7])=[O:4].[C:10](=[NH:23])([C:17]1[CH:22]=[CH:21][CH:20]=[CH:19][CH:18]=1)[C:11]1[CH:16]=[CH:15][CH:14]=[CH:13][CH:12]=1.C(N(C(C)C)CC)(C)C.C(O)(=O)C. The catalyst is C(#N)C.O. The product is [C:17]1([C:10]([C:11]2[CH:12]=[CH:13][CH:14]=[CH:15][CH:16]=2)=[N:23][CH2:2][C:3]([O:5][C:6]([CH3:9])([CH3:8])[CH3:7])=[O:4])[CH:18]=[CH:19][CH:20]=[CH:21][CH:22]=1. The yield is 0.750. (6) The reactants are N1C2C(=CC=CC=2)C(C2CCC(=O)CC2)=C1.[CH3:17][O:18][C:19]1[CH:24]=[CH:23][CH:22]=[CH:21][C:20]=1[N:25]1[CH2:30][CH2:29][N:28]([CH:31]2[CH2:40][CH2:39][C:34]3(OCC[O:35]3)[CH2:33][CH2:32]2)[CH2:27][CH2:26]1. No catalyst specified. The product is [CH3:17][O:18][C:19]1[CH:24]=[CH:23][CH:22]=[CH:21][C:20]=1[N:25]1[CH2:30][CH2:29][N:28]([CH:31]2[CH2:40][CH2:39][C:34](=[O:35])[CH2:33][CH2:32]2)[CH2:27][CH2:26]1. The yield is 0.930. (7) The reactants are [O:1]1[C:7]2[CH:8]=[CH:9][C:10]([C:12]3[CH:17]=[CH:16][C:15]([C:18]4[N:19]([C:23]([O:25][CH2:26][CH:27]([CH3:29])[CH3:28])=[O:24])[CH:20]=[CH:21][N:22]=4)=[CH:14][CH:13]=3)=[CH:11][C:6]=2[CH2:5][NH:4][CH2:3][CH2:2]1.CCN(C(C)C)C(C)C.[C:39](Cl)(Cl)=[O:40].Cl.[C:44]([CH:46]1[CH2:51][CH2:50][NH:49][CH2:48][CH2:47]1)#[N:45]. The catalyst is ClCCl. The product is [C:44]([CH:46]1[CH2:51][CH2:50][N:49]([C:39]([N:4]2[CH2:5][C:6]3[CH:11]=[C:10]([C:12]4[CH:13]=[CH:14][C:15]([C:18]5[N:19]([C:23]([O:25][CH2:26][CH:27]([CH3:29])[CH3:28])=[O:24])[CH:20]=[CH:21][N:22]=5)=[CH:16][CH:17]=4)[CH:9]=[CH:8][C:7]=3[O:1][CH2:2][CH2:3]2)=[O:40])[CH2:48][CH2:47]1)#[N:45]. The yield is 0.610. (8) The reactants are [CH2:1]([C@H:3]1[C@@H:7]([C:8]2[N:12]3[C:13]4[CH:19]=[CH:18][NH:17][C:14]=4[N:15]=[CH:16][C:11]3=[N:10][N:9]=2)[CH2:6][C:5](=O)[CH2:4]1)[CH3:2].Cl.[CH:22]1([CH2:25][O:26][NH2:27])[CH2:24][CH2:23]1. The catalyst is CCO. The product is [CH:22]1([CH2:25][O:26][N:27]=[C:5]2[CH2:6][C@H:7]([C:8]3[N:12]4[C:13]5[CH:19]=[CH:18][NH:17][C:14]=5[N:15]=[CH:16][C:11]4=[N:10][N:9]=3)[C@H:3]([CH2:1][CH3:2])[CH2:4]2)[CH2:24][CH2:23]1. The yield is 0.800. (9) The reactants are [N:1]([CH2:4][CH:5]1[O:9][C:8]2[C:10]3[C:15]([CH:16]=[CH:17][C:7]=2[CH2:6]1)=[CH:14][CH:13]=[CH:12][CH:11]=3)=[N+]=[N-]. The catalyst is [Pd]. The product is [O:9]1[CH:5]([CH2:4][NH2:1])[CH2:6][C:7]2[CH:17]=[CH:16][C:15]3[C:10]([C:8]1=2)=[CH:11][CH:12]=[CH:13][CH:14]=3. The yield is 0.880. (10) The reactants are [Cl:1][C:2]1[C:3]([CH2:15][CH2:16][C:17]2[CH:22]=[CH:21][CH:20]=[CH:19][C:18]=2[CH:23]([CH3:27])[C:24]([NH2:26])=[O:25])=[N:4][C:5](NC2C=NN(C)C=2)=[N:6][CH:7]=1.[NH2:28][C:29]1[CH:30]=[CH:31][C:32]([CH3:35])=[N:33][CH:34]=1.CC1(C)C2C(=C(P(C3C=CC=CC=3)C3C=CC=CC=3)C=CC=2)OC2C(P(C3C=CC=CC=3)C3C=CC=CC=3)=CC=CC1=2.C([O-])([O-])=O.[Cs+].[Cs+]. The catalyst is O1CCOCC1.C([O-])(=O)C.[Pd+2].C([O-])(=O)C. The product is [Cl:1][C:2]1[C:3]([CH2:15][CH2:16][C:17]2[CH:22]=[CH:21][CH:20]=[CH:19][C:18]=2[CH:23]([CH3:27])[C:24]([NH2:26])=[O:25])=[N:4][C:5]([NH:28][C:29]2[CH:34]=[N:33][C:32]([CH3:35])=[CH:31][CH:30]=2)=[N:6][CH:7]=1. The yield is 0.330.